Dataset: Reaction yield outcomes from USPTO patents with 853,638 reactions. Task: Predict the reaction yield, written as a fraction of the theoretical maximum amount of product (1.0 means a 100% yield; for example, 0.34 means a 34% yield). (1) The catalyst is CCO.O.[Fe]. The reactants are [O:1]1[C:5]2[CH:6]=[CH:7][C:8]([S:10]([N:13]3[CH2:18][CH2:17][CH:16]([NH:19][C:20]4[C:25]([N+:26]([O-])=O)=[CH:24][CH:23]=[C:22]([CH3:29])[N:21]=4)[CH2:15][CH2:14]3)(=[O:12])=[O:11])=[CH:9][C:4]=2[O:3][CH2:2]1.[NH4+].[Cl-]. The yield is 0.310. The product is [O:1]1[C:5]2[CH:6]=[CH:7][C:8]([S:10]([N:13]3[CH2:14][CH2:15][CH:16]([NH:19][C:20]4[C:25]([NH2:26])=[CH:24][CH:23]=[C:22]([CH3:29])[N:21]=4)[CH2:17][CH2:18]3)(=[O:12])=[O:11])=[CH:9][C:4]=2[O:3][CH2:2]1. (2) The reactants are [F:1][C:2]1[CH:3]=[N:4][N:5]([CH3:18])[C:6]=1[C:7]1[CH:12]=[C:11]([N+:13]([O-])=O)[CH:10]=[CH:9][C:8]=1[O:16][CH3:17]. The catalyst is CCO.[Pd]. The product is [F:1][C:2]1[CH:3]=[N:4][N:5]([CH3:18])[C:6]=1[C:7]1[CH:12]=[C:11]([NH2:13])[CH:10]=[CH:9][C:8]=1[O:16][CH3:17]. The yield is 0.970. (3) The reactants are Br[C:2]1[S:3][C:4]([Br:7])=[CH:5][N:6]=1.Cl.[CH3:9][CH:10]1[CH2:14][CH2:13][NH:12][CH2:11]1.C([O-])([O-])=O.[K+].[K+]. The catalyst is CN(C=O)C.O. The product is [Br:7][C:4]1[S:3][C:2]([N:12]2[CH2:13][CH2:14][CH:10]([CH3:9])[CH2:11]2)=[N:6][CH:5]=1. The yield is 0.920. (4) The reactants are [Cl:1][C:2]1[CH:9]=[CH:8][C:5]([C:6]#[N:7])=[C:4](F)[CH:3]=1.[OH:11][C:12]1[CH:13]=[C:14]([CH:17]=[CH:18][CH:19]=1)[CH:15]=[O:16].C(=O)([O-])[O-].[Cs+].[Cs+].O. The catalyst is CN(C=O)C. The product is [Cl:1][C:2]1[CH:9]=[CH:8][C:5]([C:6]#[N:7])=[C:4]([O:11][C:12]2[CH:19]=[CH:18][CH:17]=[C:14]([CH:15]=[O:16])[CH:13]=2)[CH:3]=1. The yield is 0.910. (5) The reactants are [N:1]1([C:7]2[CH:12]=[CH:11][C:10]([NH:13][C:14]([C:16]3[NH:17][C:18]4[C:23]([C:24](=[O:26])[CH:25]=3)=[CH:22][C:21]([O:27][CH3:28])=[CH:20][C:19]=4[Br:29])=[O:15])=[CH:9][CH:8]=2)[CH2:6][CH2:5][O:4][CH2:3][CH2:2]1.[H-].[Na+].[CH3:32][Si:33]([CH3:40])([CH3:39])[CH2:34][CH2:35][O:36][CH2:37]Cl.O. The catalyst is CN1CCCC1=O.CO. The product is [N:1]1([C:7]2[CH:12]=[CH:11][C:10]([NH:13][C:14]([C:16]3[CH:25]=[C:24]([O:26][CH2:37][O:36][CH2:35][CH2:34][Si:33]([CH3:40])([CH3:39])[CH3:32])[C:23]4[C:18](=[C:19]([Br:29])[CH:20]=[C:21]([O:27][CH3:28])[CH:22]=4)[N:17]=3)=[O:15])=[CH:9][CH:8]=2)[CH2:6][CH2:5][O:4][CH2:3][CH2:2]1. The yield is 0.800. (6) The reactants are C(OC(=O)[NH:7][CH:8]1[CH2:17][CH2:16][C:15]2[C:10](=[C:11]([NH:18][C:19]3[O:20][C:21]([C:24]4[CH:29]=[CH:28][C:27]([C:30]([F:33])([F:32])[F:31])=[CH:26][CH:25]=4)=[CH:22][N:23]=3)[CH:12]=[CH:13][CH:14]=2)[CH2:9]1)(C)(C)C.C(OC(=O)NC1CCC2C(=C(NC3OC(C4C=CC(C)=CC=4)=CN=3)C=CC=2)C1)(C)(C)C. No catalyst specified. The product is [F:33][C:30]([F:31])([F:32])[C:27]1[CH:28]=[CH:29][C:24]([C:21]2[O:20][C:19]([NH:18][C:11]3[C:10]4[CH2:9][CH:8]([NH2:7])[CH2:17][CH2:16][C:15]=4[CH:14]=[CH:13][CH:12]=3)=[N:23][CH:22]=2)=[CH:25][CH:26]=1. The yield is 0.380. (7) The reactants are [O:1]=[C:2]1[C:8]2[CH:9]=[C:10]([C:13]([F:16])([F:15])[F:14])[CH:11]=[CH:12][C:7]=2[O:6][CH2:5][CH:4]2[CH2:17][N:18](C(OC(C)(C)C)=O)[CH2:19][CH2:20][N:3]12.C(OCC)(=O)C.[ClH:34]. No catalyst specified. The product is [ClH:34].[F:16][C:13]([F:14])([F:15])[C:10]1[CH:11]=[CH:12][C:7]2[O:6][CH2:5][CH:4]3[CH2:17][NH:18][CH2:19][CH2:20][N:3]3[C:2](=[O:1])[C:8]=2[CH:9]=1. The yield is 0.900.